This data is from Full USPTO retrosynthesis dataset with 1.9M reactions from patents (1976-2016). The task is: Predict the reactants needed to synthesize the given product. (1) Given the product [CH3:15][N:16]([CH3:21])[CH2:17][CH2:18][CH2:19][NH:20][C:11]([C:10]1[C:9]2[CH2:8][CH2:7][CH2:6][C:5](=[O:14])[C:4]=2[NH:3][C:2]=1[CH3:1])=[O:13], predict the reactants needed to synthesize it. The reactants are: [CH3:1][C:2]1[NH:3][C:4]2[C:5](=[O:14])[CH2:6][CH2:7][CH2:8][C:9]=2[C:10]=1[C:11]([OH:13])=O.[CH3:15][N:16]([CH3:21])[CH2:17][CH2:18][CH2:19][NH2:20]. (2) The reactants are: C(OC([NH:8][C:9]1[CH:14]=[CH:13][C:12]([C:15]2[S:31][C:18]3[CH2:19][N:20]([CH:24]([CH2:29][CH3:30])[C:25]([O:27][CH3:28])=[O:26])[S:21](=[O:23])(=[O:22])[C:17]=3[CH:16]=2)=[CH:11][CH:10]=1)=O)(C)(C)C.FC(F)(F)C(O)=O.O.N. Given the product [NH2:8][C:9]1[CH:10]=[CH:11][C:12]([C:15]2[S:31][C:18]3[CH2:19][N:20]([CH:24]([CH2:29][CH3:30])[C:25]([O:27][CH3:28])=[O:26])[S:21](=[O:23])(=[O:22])[C:17]=3[CH:16]=2)=[CH:13][CH:14]=1, predict the reactants needed to synthesize it. (3) The reactants are: [BH4-].[Na+].[CH2:3]([C:5]1[CH:10]=[CH:9][CH:8]=[C:7]([CH2:11][CH3:12])[C:6]=1[C:13]1[CH:22]=[C:21]([O:23][CH3:24])[C:20]2[C:19](=[O:25])[CH2:18][CH2:17][CH2:16][C:15]=2[N:14]=1)[CH3:4]. Given the product [CH2:3]([C:5]1[CH:10]=[CH:9][CH:8]=[C:7]([CH2:11][CH3:12])[C:6]=1[C:13]1[CH:22]=[C:21]([O:23][CH3:24])[C:20]2[CH:19]([OH:25])[CH2:18][CH2:17][CH2:16][C:15]=2[N:14]=1)[CH3:4], predict the reactants needed to synthesize it. (4) The reactants are: [CH:1]([N:4]1[C:12]2[CH:11]=[C:10]([NH:13][C:14]3[CH:19]=[CH:18][N:17]=[C:16]([C:20]4[CH:21]=[CH:22][C:23]([C:26]([OH:28])=O)=[N:24][CH:25]=4)[N:15]=3)[N:9]=[CH:8][C:7]=2[N:6]=[C:5]1[CH3:29])([CH3:3])[CH3:2].[Cl-].[NH4+].C([N:35](CC)C(C)C)(C)C.F[P-](F)(F)(F)(F)F.CN(C(N(C)C)=[N+]1C2C(=NC=CC=2)[N+]([O-])=N1)C. Given the product [CH:1]([N:4]1[C:12]2[CH:11]=[C:10]([NH:13][C:14]3[CH:19]=[CH:18][N:17]=[C:16]([C:20]4[CH:21]=[CH:22][C:23]([C:26]([NH2:35])=[O:28])=[N:24][CH:25]=4)[N:15]=3)[N:9]=[CH:8][C:7]=2[N:6]=[C:5]1[CH3:29])([CH3:3])[CH3:2], predict the reactants needed to synthesize it. (5) Given the product [N:6]1([C:12]2[CH:19]=[C:18]([N+:20]([O-:22])=[O:21])[CH:17]=[CH:16][C:13]=2[C:14]([O:30][CH2:28][CH3:29])=[O:24])[CH2:11][CH2:10][O:9][CH2:8][CH2:7]1, predict the reactants needed to synthesize it. The reactants are: S(=O)(=O)(O)O.[N:6]1([C:12]2[CH:19]=[C:18]([N+:20]([O-:22])=[O:21])[CH:17]=[CH:16][C:13]=2[C:14]#N)[CH2:11][CH2:10][O:9][CH2:8][CH2:7]1.C(=O)(O)[O-:24].[Na+].[CH2:28]([OH:30])[CH3:29]. (6) Given the product [CH3:1][C:2]1[C:6]([CH2:7][O:8][C:9]2[CH:14]=[CH:13][C:12]([S:15]([NH:35][C:29]3[CH:30]=[N:31][C:32]([CH3:34])=[CH:33][C:28]=3[CH3:27])(=[O:17])=[O:16])=[CH:11][CH:10]=2)=[C:5]([CH3:19])[O:4][N:3]=1, predict the reactants needed to synthesize it. The reactants are: [CH3:1][C:2]1[C:6]([CH2:7][O:8][C:9]2[CH:14]=[CH:13][C:12]([S:15](Cl)(=[O:17])=[O:16])=[CH:11][CH:10]=2)=[C:5]([CH3:19])[O:4][N:3]=1.C(N(CC)CC)C.[CH3:27][C:28]1[CH:33]=[C:32]([CH3:34])[N:31]=[CH:30][C:29]=1[NH2:35].O.